This data is from Forward reaction prediction with 1.9M reactions from USPTO patents (1976-2016). The task is: Predict the product of the given reaction. (1) Given the reactants [NH2:1][OH:2].[F:3][C:4]1[CH:11]=[CH:10][C:7]([C:8]#[N:9])=[CH:6][CH:5]=1, predict the reaction product. The product is: [F:3][C:4]1[CH:11]=[CH:10][C:7]([C:8](=[NH:9])[NH:1][OH:2])=[CH:6][CH:5]=1. (2) Given the reactants C(OC(=O)[NH:7][C:8]1[CH:13]=[C:12]([CH:14]=[CH2:15])[C:11]([C:16]([F:19])([F:18])[F:17])=[CH:10][C:9]=1[NH:20][C:21](=[O:39])[CH2:22][C:23]([C:25]1[CH:30]=[CH:29][CH:28]=[C:27]([C:31]2[CH:36]=[C:35]([CH3:37])[N:34]=[C:33]([CH3:38])[CH:32]=2)[CH:26]=1)=O)(C)(C)C.C(O)(C(F)(F)F)=O, predict the reaction product. The product is: [CH3:37][C:35]1[CH:36]=[C:31]([C:27]2[CH:26]=[C:25]([C:23]3[CH2:22][C:21](=[O:39])[NH:20][C:9]4[CH:10]=[C:11]([C:16]([F:18])([F:19])[F:17])[C:12]([CH:14]=[CH2:15])=[CH:13][C:8]=4[N:7]=3)[CH:30]=[CH:29][CH:28]=2)[CH:32]=[C:33]([CH3:38])[N:34]=1. (3) Given the reactants [NH2:1][C:2]1[C:7]([CH:8]=O)=[CH:6][N:5]=[C:4]([N:10]2[CH2:15][CH2:14][O:13][CH2:12][CH2:11]2)[N:3]=1.C[O:17][C:18](=O)[CH2:19][C:20]([NH:22][C:23]1[CH:28]=[C:27]([C:29](=[O:39])[NH:30][C@@H:31]([C:33]2[CH:38]=[CH:37][CH:36]=[CH:35][CH:34]=2)[CH3:32])[CH:26]=[CH:25][C:24]=1[Cl:40])=[O:21].N1CCCCC1, predict the reaction product. The product is: [Cl:40][C:24]1[CH:25]=[CH:26][C:27]([C:29](=[O:39])[NH:30][C@@H:31]([C:33]2[CH:38]=[CH:37][CH:36]=[CH:35][CH:34]=2)[CH3:32])=[CH:28][C:23]=1[NH:22][C:20]([C:19]1[C:18](=[O:17])[NH:1][C:2]2[N:3]=[C:4]([N:10]3[CH2:15][CH2:14][O:13][CH2:12][CH2:11]3)[N:5]=[CH:6][C:7]=2[CH:8]=1)=[O:21]. (4) The product is: [CH3:31][N:30]([CH3:32])[C:28]([C:25]1[CH:26]=[CH:27][C:22]2[O:21][C:20]([C:33]([NH:35][C:36]3[CH:41]=[CH:40][C:39]([Cl:42])=[CH:38][N:37]=3)=[O:34])=[C:19]([NH:18][C:16]([C@H:13]3[CH2:12][CH2:11][C@H:10]([N:8]([OH:43])[CH2:9][C:47](=[O:46])[CH3:48])[CH2:15][CH2:14]3)=[O:17])[C:23]=2[CH:24]=1)=[O:29]. Given the reactants C(OCC([N:8]([C@H:10]1[CH2:15][CH2:14][C@H:13]([C:16]([NH:18][C:19]2[C:23]3[CH:24]=[C:25]([C:28]([N:30]([CH3:32])[CH3:31])=[O:29])[CH:26]=[CH:27][C:22]=3[O:21][C:20]=2[C:33]([NH:35][C:36]2[CH:41]=[CH:40][C:39]([Cl:42])=[CH:38][N:37]=2)=[O:34])=[O:17])[CH2:12][CH2:11]1)[CH3:9])=O)(=O)C.[OH-:43].[Na+].Cl.[O:46]1CC[CH2:48][CH2:47]1.CO, predict the reaction product. (5) Given the reactants [C:1]([O:5][C:6]([NH:8][CH:9]([CH2:15][CH:16]([CH2:20][C:21]1[CH:30]=[CH:29][C:28]2[C:23](=[C:24]([O:31][CH2:32][CH2:33][O:34][CH3:35])[CH:25]=[CH:26][CH:27]=2)[CH:22]=1)[CH:17]([CH3:19])[CH3:18])[C:10](OCC)=[O:11])=[O:7])([CH3:4])([CH3:3])[CH3:2].[BH4-].[Li+].CO, predict the reaction product. The product is: [OH:11][CH2:10][CH:9]([NH:8][C:6](=[O:7])[O:5][C:1]([CH3:2])([CH3:4])[CH3:3])[CH2:15][CH:16]([CH2:20][C:21]1[CH:30]=[CH:29][C:28]2[C:23](=[C:24]([O:31][CH2:32][CH2:33][O:34][CH3:35])[CH:25]=[CH:26][CH:27]=2)[CH:22]=1)[CH:17]([CH3:19])[CH3:18].